Dataset: Full USPTO retrosynthesis dataset with 1.9M reactions from patents (1976-2016). Task: Predict the reactants needed to synthesize the given product. (1) Given the product [Br:1][C:2]1[CH:10]=[C:9]2[C:5]([CH2:6][C:7]3([C:8]42[NH:22][C:21](=[S:23])[C:20]([CH3:24])=[N:11]4)[CH2:12][CH2:13][C:14]([F:17])([F:18])[CH2:15][CH2:16]3)=[CH:4][CH:3]=1, predict the reactants needed to synthesize it. The reactants are: [Br:1][C:2]1[CH:10]=[C:9]2[C:5]([CH2:6][C:7]3([CH2:16][CH2:15][C:14]([F:18])([F:17])[CH2:13][CH2:12]3)[C:8]2=[NH:11])=[CH:4][CH:3]=1.O=[C:20]([CH3:24])[C:21](=[S:23])[NH2:22]. (2) Given the product [C:1]([O:12][C:13]1[CH:14]=[CH:15][C:16]2[CH:20]=[C:19]([CH3:21])[S:18][C:17]=2[CH:22]=1)(=[O:3])[CH3:2], predict the reactants needed to synthesize it. The reactants are: [C:1](Cl)(=[O:3])[CH3:2].CCN(CC)CC.[OH:12][C:13]1[CH:14]=[CH:15][C:16]2[CH:20]=[C:19]([CH3:21])[S:18][C:17]=2[CH:22]=1.